This data is from Forward reaction prediction with 1.9M reactions from USPTO patents (1976-2016). The task is: Predict the product of the given reaction. (1) Given the reactants [C:1]([C:4]1[N:9]=[CH:8][C:7]([CH2:10][C:11]2[CH:12]=[C:13]3[C:18](=[C:19]4[CH:24]=[CH:23][CH:22]=[CH:21][C:20]=24)[N:17]=[CH:16][N:15]([C@H:25]2[CH2:30][CH2:29][O:28][CH2:27][C@@H:26]2[OH:31])[C:14]3=[O:32])=[CH:6][CH:5]=1)(=[O:3])[CH3:2].[CH3:33][Mg]Br.[Cl-].[NH4+], predict the reaction product. The product is: [OH:3][C:1]([C:4]1[N:9]=[CH:8][C:7]([CH2:10][C:11]2[CH:12]=[C:13]3[C:18](=[C:19]4[CH:24]=[CH:23][CH:22]=[CH:21][C:20]=24)[N:17]=[CH:16][N:15]([C@H:25]2[CH2:30][CH2:29][O:28][CH2:27][C@@H:26]2[OH:31])[C:14]3=[O:32])=[CH:6][CH:5]=1)([CH3:33])[CH3:2]. (2) Given the reactants Br[C:2]1[CH:3]=[C:4]([NH:10][C:11]2[N:12]=[C:13]([CH3:17])[N:14]([CH3:16])[CH:15]=2)[C:5](=[O:9])[N:6]([CH3:8])[CH:7]=1.[C:18]([O:21][CH2:22][C:23]1[C:24]([N:38]2[CH2:49][CH2:48][N:47]3[C:40](=[CH:41][C:42]4[CH2:43][C:44]([CH3:51])([CH3:50])[CH2:45][C:46]=43)[C:39]2=[O:52])=[N:25][CH:26]=[CH:27][C:28]=1B1OC(C)(C)C(C)(C)O1)(=[O:20])[CH3:19].C([O-])(=O)C.[Na+], predict the reaction product. The product is: [C:18]([O:21][CH2:22][C:23]1[C:24]([N:38]2[CH2:49][CH2:48][N:47]3[C:40](=[CH:41][C:42]4[CH2:43][C:44]([CH3:51])([CH3:50])[CH2:45][C:46]=43)[C:39]2=[O:52])=[N:25][CH:26]=[CH:27][C:28]=1[C:2]1[CH:3]=[C:4]([NH:10][C:11]2[N:12]=[C:13]([CH3:17])[N:14]([CH3:16])[CH:15]=2)[C:5](=[O:9])[N:6]([CH3:8])[CH:7]=1)(=[O:20])[CH3:19]. (3) Given the reactants [N+:1]([C:4]1[CH:9]=[CH:8][C:7]([C:10]2[O:11][C:12]3[C:13](=[C:15]([C:19]([NH2:21])=[O:20])[CH:16]=[CH:17][CH:18]=3)[N:14]=2)=[CH:6][CH:5]=1)([O-])=O, predict the reaction product. The product is: [NH2:1][C:4]1[CH:5]=[CH:6][C:7]([C:10]2[O:11][C:12]3[C:13](=[C:15]([C:19]([NH2:21])=[O:20])[CH:16]=[CH:17][CH:18]=3)[N:14]=2)=[CH:8][CH:9]=1.